From a dataset of CYP2C19 inhibition data for predicting drug metabolism from PubChem BioAssay. Regression/Classification. Given a drug SMILES string, predict its absorption, distribution, metabolism, or excretion properties. Task type varies by dataset: regression for continuous measurements (e.g., permeability, clearance, half-life) or binary classification for categorical outcomes (e.g., BBB penetration, CYP inhibition). Dataset: cyp2c19_veith. The result is 0 (non-inhibitor). The compound is CC1(C)S[C@@H]2[C@H](NC(=O)[C@@H](NC(=O)N3CCNC3=O)c3ccccc3)C(=O)N2[C@H]1C(=O)[O-].[Na+].